Dataset: Caco-2 cell permeability data measuring drug intestinal absorption for ~900 compounds. Task: Regression/Classification. Given a drug SMILES string, predict its absorption, distribution, metabolism, or excretion properties. Task type varies by dataset: regression for continuous measurements (e.g., permeability, clearance, half-life) or binary classification for categorical outcomes (e.g., BBB penetration, CYP inhibition). For this dataset (caco2_wang), we predict Y. The compound is CN1C(=O)CC(N2CCCN(CC/C=C3/c4ccccc4CCc4ccc(C(=O)O)cc43)CC2)N(C)C1=O. The Y is -5.16 log Papp (cm/s).